This data is from Forward reaction prediction with 1.9M reactions from USPTO patents (1976-2016). The task is: Predict the product of the given reaction. (1) The product is: [Br:1][C:2]1[CH:3]=[CH:4][C:5]([C:8](=[O:16])[CH:9]([Br:17])[C:10]2[CH:11]=[CH:12][CH:13]=[CH:14][CH:15]=2)=[CH:6][CH:7]=1. Given the reactants [Br:1][C:2]1[CH:7]=[CH:6][C:5]([C:8](=[O:16])[CH2:9][C:10]2[CH:15]=[CH:14][CH:13]=[CH:12][CH:11]=2)=[CH:4][CH:3]=1.[Br-:17].[Br-].[Br-].[NH+]1C=CC=CC=1.[NH+]1C=CC=CC=1.[NH+]1C=CC=CC=1, predict the reaction product. (2) Given the reactants [N:1]1([C:7]2[N:12]=[CH:11][C:10]([S:13](Cl)(=[O:15])=[O:14])=[CH:9][CH:8]=2)[CH2:6][CH2:5][O:4][CH2:3][CH2:2]1.[NH3:17], predict the reaction product. The product is: [N:1]1([C:7]2[N:12]=[CH:11][C:10]([S:13]([NH2:17])(=[O:15])=[O:14])=[CH:9][CH:8]=2)[CH2:6][CH2:5][O:4][CH2:3][CH2:2]1. (3) Given the reactants [F:1][C:2]1[CH:3]=[C:4]([OH:9])[CH:5]=[CH:6][C:7]=1[F:8].[F:10][C:11]1[CH:12]=[C:13]([CH:16]=[C:17]([F:20])[C:18]=1F)[CH:14]=[O:15], predict the reaction product. The product is: [F:1][C:2]1[CH:3]=[C:4]([CH:5]=[CH:6][C:7]=1[F:8])[O:9][C:18]1[C:11]([F:10])=[CH:12][C:13]([CH:14]=[O:15])=[CH:16][C:17]=1[F:20]. (4) Given the reactants [CH3:1][CH:2]([NH:4][C@H:5]1[CH2:9][CH2:8][N:7]([C:10]([O:12][C:13]([CH3:16])([CH3:15])[CH3:14])=[O:11])[CH2:6]1)[CH3:3].[Cl:17][C:18]1[CH:19]=[C:20]([CH:23]=[C:24]([Cl:26])[CH:25]=1)[CH:21]=O.C(O[BH-](OC(=O)C)OC(=O)C)(=O)C.[Na+], predict the reaction product. The product is: [CH3:3][CH:2]([N:4]([CH2:21][C:20]1[CH:19]=[C:18]([Cl:17])[CH:25]=[C:24]([Cl:26])[CH:23]=1)[C@H:5]1[CH2:9][CH2:8][N:7]([C:10]([O:12][C:13]([CH3:14])([CH3:16])[CH3:15])=[O:11])[CH2:6]1)[CH3:1].